Regression. Given a peptide amino acid sequence and an MHC pseudo amino acid sequence, predict their binding affinity value. This is MHC class II binding data. From a dataset of Peptide-MHC class II binding affinity with 134,281 pairs from IEDB. (1) The peptide sequence is DHGGACGYKDVDKPP. The MHC is DRB1_1201 with pseudo-sequence DRB1_1201. The binding affinity (normalized) is 0.0615. (2) The peptide sequence is YFPPPAAKEDFLGCL. The MHC is HLA-DQA10101-DQB10501 with pseudo-sequence HLA-DQA10101-DQB10501. The binding affinity (normalized) is 0.0745. (3) The peptide sequence is AINIFNVEKYGAVGD. The MHC is DRB1_1501 with pseudo-sequence DRB1_1501. The binding affinity (normalized) is 0.466. (4) The peptide sequence is AGDGDVVAVDIKEKG. The MHC is DRB1_0101 with pseudo-sequence DRB1_0101. The binding affinity (normalized) is 0.164.